Predict which catalyst facilitates the given reaction. From a dataset of Catalyst prediction with 721,799 reactions and 888 catalyst types from USPTO. (1) Reactant: C(N(CC)CC)C.Br[C:9]1[CH:14]=[CH:13][C:12]([Br:15])=[CH:11][N:10]=1.[CH3:16][Si:17]([C:20]#[CH:21])([CH3:19])[CH3:18]. Product: [Br:15][C:12]1[CH:13]=[CH:14][C:9]([C:21]#[C:20][Si:17]([CH3:19])([CH3:18])[CH3:16])=[N:10][CH:11]=1. The catalyst class is: 356. (2) Reactant: [OH:1][C:2]1[CH:3]=[C:4]([O:16][C:17]2[CH:22]=[CH:21][C:20]([S:23]([CH3:26])(=[O:25])=[O:24])=[CH:19][CH:18]=2)[CH:5]=[C:6]2[C:10]=1[NH:9][C:8]([C:11]([O:13][CH2:14][CH3:15])=[O:12])=[CH:7]2.[O:27]1[CH2:32][CH2:31][CH:30](O)[CH2:29][CH2:28]1.N(C(N1CCCCC1)=O)=NC(N1CCCCC1)=O.C(P(CCCC)CCCC)CCC. Product: [CH3:26][S:23]([C:20]1[CH:21]=[CH:22][C:17]([O:16][C:4]2[CH:5]=[C:6]3[C:10](=[C:2]([O:1][CH:30]4[CH2:31][CH2:32][O:27][CH2:28][CH2:29]4)[CH:3]=2)[NH:9][C:8]([C:11]([O:13][CH2:14][CH3:15])=[O:12])=[CH:7]3)=[CH:18][CH:19]=1)(=[O:25])=[O:24]. The catalyst class is: 7.